Dataset: Full USPTO retrosynthesis dataset with 1.9M reactions from patents (1976-2016). Task: Predict the reactants needed to synthesize the given product. (1) Given the product [C:13]([O:9][C:8]1[CH:10]=[CH:11][C:5]([NH:1][C:2](=[O:3])[CH3:4])=[CH:6][CH:7]=1)(=[O:20])[C:14]1[CH:19]=[CH:18][CH:17]=[N:16][CH:15]=1, predict the reactants needed to synthesize it. The reactants are: [NH:1]([C:5]1[CH:11]=[CH:10][C:8]([OH:9])=[CH:7][CH:6]=1)[C:2]([CH3:4])=[O:3].Cl.[C:13](Cl)(=[O:20])[C:14]1[CH:19]=[CH:18][CH:17]=[N:16][CH:15]=1. (2) Given the product [I:1][C:9]1[C:10]([NH:12][C:13](=[O:15])[CH3:14])=[CH:11][C:6]2[O:5][CH2:4][O:3][C:7]=2[CH:8]=1, predict the reactants needed to synthesize it. The reactants are: [I:1]Cl.[O:3]1[C:7]2[CH:8]=[CH:9][C:10]([NH:12][C:13](=[O:15])[CH3:14])=[CH:11][C:6]=2[O:5][CH2:4]1.